From a dataset of NCI-60 drug combinations with 297,098 pairs across 59 cell lines. Regression. Given two drug SMILES strings and cell line genomic features, predict the synergy score measuring deviation from expected non-interaction effect. (1) Synergy scores: CSS=6.35, Synergy_ZIP=-1.73, Synergy_Bliss=-0.656, Synergy_Loewe=4.50, Synergy_HSA=0.0453. Cell line: EKVX. Drug 2: C1CNP(=O)(OC1)N(CCCl)CCCl. Drug 1: CC(C)(C#N)C1=CC(=CC(=C1)CN2C=NC=N2)C(C)(C)C#N. (2) Drug 1: CC1=C(C=C(C=C1)NC2=NC=CC(=N2)N(C)C3=CC4=NN(C(=C4C=C3)C)C)S(=O)(=O)N.Cl. Drug 2: CCC1(CC2CC(C3=C(CCN(C2)C1)C4=CC=CC=C4N3)(C5=C(C=C6C(=C5)C78CCN9C7C(C=CC9)(C(C(C8N6C)(C(=O)OC)O)OC(=O)C)CC)OC)C(=O)OC)O.OS(=O)(=O)O. Cell line: LOX IMVI. Synergy scores: CSS=24.7, Synergy_ZIP=-1.44, Synergy_Bliss=-3.19, Synergy_Loewe=-31.2, Synergy_HSA=-1.11. (3) Drug 1: CC1OCC2C(O1)C(C(C(O2)OC3C4COC(=O)C4C(C5=CC6=C(C=C35)OCO6)C7=CC(=C(C(=C7)OC)O)OC)O)O. Drug 2: CCN(CC)CCCC(C)NC1=C2C=C(C=CC2=NC3=C1C=CC(=C3)Cl)OC. Cell line: 786-0. Synergy scores: CSS=43.8, Synergy_ZIP=-1.79, Synergy_Bliss=1.45, Synergy_Loewe=-8.48, Synergy_HSA=6.58. (4) Drug 1: C1CCC(CC1)NC(=O)N(CCCl)N=O. Drug 2: B(C(CC(C)C)NC(=O)C(CC1=CC=CC=C1)NC(=O)C2=NC=CN=C2)(O)O. Cell line: SK-MEL-28. Synergy scores: CSS=6.97, Synergy_ZIP=-1.17, Synergy_Bliss=-1.39, Synergy_Loewe=-4.84, Synergy_HSA=-4.50. (5) Drug 1: C1=C(C(=O)NC(=O)N1)N(CCCl)CCCl. Drug 2: N.N.Cl[Pt+2]Cl. Cell line: ACHN. Synergy scores: CSS=48.1, Synergy_ZIP=-5.52, Synergy_Bliss=-9.15, Synergy_Loewe=-11.7, Synergy_HSA=-7.95. (6) Drug 1: CS(=O)(=O)C1=CC(=C(C=C1)C(=O)NC2=CC(=C(C=C2)Cl)C3=CC=CC=N3)Cl. Drug 2: C1=CC(=CC=C1CC(C(=O)O)N)N(CCCl)CCCl.Cl. Cell line: T-47D. Synergy scores: CSS=24.5, Synergy_ZIP=-3.24, Synergy_Bliss=4.48, Synergy_Loewe=-1.15, Synergy_HSA=2.44. (7) Cell line: T-47D. Synergy scores: CSS=24.7, Synergy_ZIP=-4.67, Synergy_Bliss=0.962, Synergy_Loewe=-32.0, Synergy_HSA=-0.372. Drug 2: CS(=O)(=O)OCCCCOS(=O)(=O)C. Drug 1: CCC1=CC2CC(C3=C(CN(C2)C1)C4=CC=CC=C4N3)(C5=C(C=C6C(=C5)C78CCN9C7C(C=CC9)(C(C(C8N6C)(C(=O)OC)O)OC(=O)C)CC)OC)C(=O)OC.C(C(C(=O)O)O)(C(=O)O)O. (8) Drug 1: CC1=C2C(C(=O)C3(C(CC4C(C3C(C(C2(C)C)(CC1OC(=O)C(C(C5=CC=CC=C5)NC(=O)OC(C)(C)C)O)O)OC(=O)C6=CC=CC=C6)(CO4)OC(=O)C)O)C)O. Drug 2: CC1=C(C(=CC=C1)Cl)NC(=O)C2=CN=C(S2)NC3=CC(=NC(=N3)C)N4CCN(CC4)CCO. Cell line: HCT-15. Synergy scores: CSS=6.81, Synergy_ZIP=1.13, Synergy_Bliss=-3.98, Synergy_Loewe=-2.12, Synergy_HSA=-2.52. (9) Drug 1: CNC(=O)C1=CC=CC=C1SC2=CC3=C(C=C2)C(=NN3)C=CC4=CC=CC=N4. Cell line: M14. Drug 2: C1=CC(=CC=C1CCCC(=O)O)N(CCCl)CCCl. Synergy scores: CSS=-7.05, Synergy_ZIP=3.83, Synergy_Bliss=-2.60, Synergy_Loewe=-6.73, Synergy_HSA=-6.32. (10) Drug 1: CC1OCC2C(O1)C(C(C(O2)OC3C4COC(=O)C4C(C5=CC6=C(C=C35)OCO6)C7=CC(=C(C(=C7)OC)O)OC)O)O. Drug 2: C(CN)CNCCSP(=O)(O)O. Cell line: MALME-3M. Synergy scores: CSS=0.849, Synergy_ZIP=-3.16, Synergy_Bliss=-2.17, Synergy_Loewe=-24.3, Synergy_HSA=-6.00.